The task is: Binary Classification. Given a drug SMILES string, predict its activity (active/inactive) in a high-throughput screening assay against a specified biological target.. This data is from HIV replication inhibition screening data with 41,000+ compounds from the AIDS Antiviral Screen. (1) The compound is COc1ccc(Oc2cc(CC3c4cc(OC)c(OC)cc4CCN3C)c([N+](=O)[O-])cc2OC)cc1OC. The result is 0 (inactive). (2) The compound is COc1ccc2nc3ccc(OC)cc3c(SCc3ccc([N+](=O)[O-])cc3)c2c1. The result is 0 (inactive). (3) The molecule is COc1ccc2c3c(coc13)C(CCC(=O)O)CC2. The result is 0 (inactive). (4) The compound is COc1cc2c(cc1OC(=O)CC(C)O)C1C(OC2=O)C(OC(C)=O)C=C2CCN(C)C21. The result is 0 (inactive). (5) The drug is C=CC1(C)CC(=O)C2(O)C(C)(O1)C(OC(C)=O)C(O)C1C(C)(C)CCC(O)C12C. The result is 0 (inactive). (6) The compound is Cc1c([N+](=O)[O-])c(=O)oc2c(C)c3occc(=O)c3cc12. The result is 0 (inactive). (7) The drug is c1ccc2c(c1)[nH]c1cnc3c4ncccc4[nH]c3c12. The result is 0 (inactive). (8) The molecule is O=C1OC2C=CC1C1C(=O)OC(=O)C21. The result is 0 (inactive). (9) The molecule is CSc1nc(SC)c(Nc2cccc(C)c2)c(SC)n1. The result is 0 (inactive).